The task is: Predict the reactants needed to synthesize the given product.. This data is from Full USPTO retrosynthesis dataset with 1.9M reactions from patents (1976-2016). (1) Given the product [N:1]1([CH2:7][CH2:8][C:9]([Cl:15])=[O:11])[CH2:6][CH2:5][CH2:4][CH2:3][CH2:2]1, predict the reactants needed to synthesize it. The reactants are: [N:1]1([CH2:7][CH2:8][C:9]([OH:11])=O)[CH2:6][CH2:5][CH2:4][CH2:3][CH2:2]1.C(Cl)(=O)C([Cl:15])=O. (2) Given the product [CH2:26]([NH:28][C:29]([NH:2][CH2:3][CH:4]([C:7]1[C:16]2[C:11](=[CH:12][CH:13]=[C:14]([O:17][CH3:18])[CH:15]=2)[CH:10]=[CH:9][CH:8]=1)[CH2:5][OH:6])=[O:30])[CH3:27], predict the reactants needed to synthesize it. The reactants are: Cl.[NH2:2][CH2:3][CH:4]([C:7]1[C:16]2[C:11](=[CH:12][CH:13]=[C:14]([O:17][CH3:18])[CH:15]=2)[CH:10]=[CH:9][CH:8]=1)[CH2:5][OH:6].C(N(CC)CC)C.[CH2:26]([N:28]=[C:29]=[O:30])[CH3:27]. (3) Given the product [CH3:28][C:27]1[C:16]([NH:15][C:8](=[O:9])[C:7]2[CH:11]=[CH:12][C:4]([O:3][C:2]([F:14])([F:13])[F:1])=[CH:5][CH:6]=2)=[C:17]([CH:24]=[CH:25][CH:26]=1)[C:18]([NH:20][CH:21]([CH3:23])[CH3:22])=[O:19], predict the reactants needed to synthesize it. The reactants are: [F:1][C:2]([F:14])([F:13])[O:3][C:4]1[CH:12]=[CH:11][C:7]([C:8](Cl)=[O:9])=[CH:6][CH:5]=1.[NH2:15][C:16]1[C:27]([CH3:28])=[CH:26][CH:25]=[CH:24][C:17]=1[C:18]([NH:20][CH:21]([CH3:23])[CH3:22])=[O:19].C(N(CC)CC)C.O. (4) Given the product [CH2:1]([O:4][CH2:5][CH2:6][O:7][CH:8]1[CH2:17][CH2:16][C:15]2[CH:14]=[C:13]([C@H:18]3[CH2:27][CH2:26][C@@:20]([CH2:21][OH:22])([NH2:24])[CH2:19]3)[CH:12]=[CH:11][C:10]=2[CH2:9]1)[CH:2]=[CH2:3], predict the reactants needed to synthesize it. The reactants are: [CH2:1]([O:4][CH2:5][CH2:6][O:7][CH:8]1[CH2:17][CH2:16][C:15]2[CH:14]=[C:13]([C@H:18]3[CH2:27][CH2:26][C@@:20]4([NH:24]C(=O)[O:22][CH2:21]4)[CH2:19]3)[CH:12]=[CH:11][C:10]=2[CH2:9]1)[CH:2]=[CH2:3].O[Li].O. (5) Given the product [NH2:27][CH:26]([CH2:67][OH:70])[C:25]([NH:34][C:35]1[CH:40]=[CH:39][C:38]([C:41]2[CH:42]=[C:43]([NH:48][C:49]3[CH:54]=[CH:53][C:52]([O:55][C:56]4[CH:61]=[CH:60][N:59]=[C:58]([C:62]([F:64])([F:65])[F:63])[CH:57]=4)=[CH:51][CH:50]=3)[N:44]=[C:45]([NH2:47])[N:46]=2)=[CH:37][CH:36]=1)=[O:8], predict the reactants needed to synthesize it. The reactants are: CN(C([O:8]N1N=NC2C=CC=NC1=2)=[N+](C)C)C.F[P-](F)(F)(F)(F)F.[CH3:25][CH2:26][N:27](C(C)C)C(C)C.[NH2:34][C:35]1[CH:40]=[CH:39][C:38]([C:41]2[N:46]=[C:45]([NH2:47])[N:44]=[C:43]([NH:48][C:49]3[CH:54]=[CH:53][C:52]([O:55][C:56]4[CH:61]=[CH:60][N:59]=[C:58]([C:62]([F:65])([F:64])[F:63])[CH:57]=4)=[CH:51][CH:50]=3)[CH:42]=2)=[CH:37][CH:36]=1.Cl.[C:67](=[O:70])(O)[O-].[Na+]. (6) Given the product [CH3:22][O:21][N:20]([CH3:19])[C:15]([C:10]1[CH:11]=[C:12]2[C:7](=[CH:8][CH:9]=1)[CH2:6][N:5]([S:2]([CH3:1])(=[O:4])=[O:3])[CH2:14][CH2:13]2)=[O:17], predict the reactants needed to synthesize it. The reactants are: [CH3:1][S:2]([N:5]1[CH2:14][CH2:13][C:12]2[C:7](=[CH:8][CH:9]=[C:10]([C:15]([OH:17])=O)[CH:11]=2)[CH2:6]1)(=[O:4])=[O:3].Cl.[CH3:19][NH:20][O:21][CH3:22].C(N(C(C)C)C(C)C)C.CN(C(ON1N=NC2C=CC=NC1=2)=[N+](C)C)C.F[P-](F)(F)(F)(F)F.